Dataset: Catalyst prediction with 721,799 reactions and 888 catalyst types from USPTO. Task: Predict which catalyst facilitates the given reaction. Reactant: [Br:1][C:2]1[CH:3]=[CH:4][C:5]([C:8]2[NH:9][C:10](=[O:15])[C:11]([CH3:14])([CH3:13])[N:12]=2)=[N:6][CH:7]=1.IC.[H-].[Na+].[C:20]([O-])(O)=O.[Na+]. Product: [Br:1][C:2]1[CH:3]=[CH:4][C:5]([C:8]2[N:9]([CH3:20])[C:10](=[O:15])[C:11]([CH3:13])([CH3:14])[N:12]=2)=[N:6][CH:7]=1. The catalyst class is: 3.